Dataset: Aqueous solubility values for 9,982 compounds from the AqSolDB database. Task: Regression/Classification. Given a drug SMILES string, predict its absorption, distribution, metabolism, or excretion properties. Task type varies by dataset: regression for continuous measurements (e.g., permeability, clearance, half-life) or binary classification for categorical outcomes (e.g., BBB penetration, CYP inhibition). For this dataset (solubility_aqsoldb), we predict Y. (1) The molecule is CN(CC(=O)O)C(=O)COC(=O)c1ccccc1. The Y is -2.25 log mol/L. (2) The molecule is CC/C(=C(/CC)c1ccc(O)cc1)c1ccc(O)cc1. The Y is -4.35 log mol/L. (3) The Y is -3.11 log mol/L. The molecule is CC(C)C1OCC2(CO1)COC(C(C)C)OC2. (4) The compound is C=COC(=O)CCCCCCCCCCCCCCCCC. The Y is -6.15 log mol/L. (5) The molecule is COC(=O)C=C1CCCC1. The Y is -1.94 log mol/L. (6) The drug is CC1=CCC2C(=O)OC(=O)C2C1. The Y is -1.10 log mol/L. (7) The compound is N#Cc1ccc(N)cc1. The Y is -1.14 log mol/L. (8) The drug is [Al+3].[Al+3].[Mo].[Mo].[O-2].[O-2].[O-2].[O-2].[O-2].[O-2].[O-2].[O-2].[O-2]. The Y is -4.23 log mol/L. (9) The molecule is CC1(C)OC(=O)c2ccccc21. The Y is -1.87 log mol/L. (10) The compound is C[O-].C[O-].[Mg+2]. The Y is -3.99 log mol/L.